From a dataset of Catalyst prediction with 721,799 reactions and 888 catalyst types from USPTO. Predict which catalyst facilitates the given reaction. Reactant: C(OC([NH:8][CH2:9][CH2:10][CH2:11][N:12]1[C:21]2[C:22]3[CH:23]=[CH:24][CH:25]=[CH:26][C:27]=3[C:28](=[O:29])[C:20]=2[C:19]2[C:14](=[CH:15][C:16]([NH:30][C:31](=[O:38])[CH2:32][CH2:33][C:34]([O:36][CH3:37])=[O:35])=[CH:17][CH:18]=2)[C:13]1=[O:39])=O)(C)(C)C.FC(F)(F)C(O)=O. Product: [NH2:8][CH2:9][CH2:10][CH2:11][N:12]1[C:21]2[C:22]3[CH:23]=[CH:24][CH:25]=[CH:26][C:27]=3[C:28](=[O:29])[C:20]=2[C:19]2[C:14](=[CH:15][C:16]([NH:30][C:31](=[O:38])[CH2:32][CH2:33][C:34]([O:36][CH3:37])=[O:35])=[CH:17][CH:18]=2)[C:13]1=[O:39]. The catalyst class is: 22.